From a dataset of Peptide-MHC class I binding affinity with 185,985 pairs from IEDB/IMGT. Regression. Given a peptide amino acid sequence and an MHC pseudo amino acid sequence, predict their binding affinity value. This is MHC class I binding data. (1) The peptide sequence is AAVTLNRIK. The MHC is HLA-A31:01 with pseudo-sequence HLA-A31:01. The binding affinity (normalized) is 0.155. (2) The peptide sequence is LSDAARLFL. The MHC is HLA-B18:01 with pseudo-sequence HLA-B18:01. The binding affinity (normalized) is 0.0847. (3) The peptide sequence is FLADYRGKT. The MHC is HLA-A02:01 with pseudo-sequence HLA-A02:01. The binding affinity (normalized) is 0.333. (4) The peptide sequence is SWPVQCPLDH. The MHC is HLA-A33:01 with pseudo-sequence HLA-A33:01. The binding affinity (normalized) is 0.0871. (5) The binding affinity (normalized) is 0.929. The MHC is HLA-B58:01 with pseudo-sequence HLA-B58:01. The peptide sequence is MALKLITQF. (6) The peptide sequence is LLGLLLLCV. The MHC is HLA-A02:01 with pseudo-sequence HLA-A02:01. The binding affinity (normalized) is 0.177.